Dataset: Full USPTO retrosynthesis dataset with 1.9M reactions from patents (1976-2016). Task: Predict the reactants needed to synthesize the given product. Given the product [CH:42]1([CH2:45][NH:46][CH2:47][C@@H:48]2[CH2:52][CH2:51][CH2:50][N:49]2[C:24]([C:23]2[CH:22]=[C:21]([CH3:27])[NH:20][C:19]=2/[CH:18]=[C:10]2\[C:11](=[O:17])[NH:12][C:13]3[C:9]\2=[C:8]([C:4]2[CH:5]=[CH:6][CH:7]=[C:2]([F:1])[CH:3]=2)[CH:16]=[CH:15][CH:14]=3)=[O:25])[CH2:43][CH2:44]1, predict the reactants needed to synthesize it. The reactants are: [F:1][C:2]1[CH:3]=[C:4]([C:8]2[CH:16]=[CH:15][CH:14]=[C:13]3[C:9]=2/[C:10](=[CH:18]/[C:19]2[NH:20][C:21]([CH3:27])=[CH:22][C:23]=2[C:24](O)=[O:25])/[C:11](=[O:17])[NH:12]3)[CH:5]=[CH:6][CH:7]=1.C(Cl)CCl.C1C=CC2N(O)N=NC=2C=1.[CH:42]1([CH2:45][NH:46][CH2:47][C@@H:48]2[CH2:52][CH2:51][CH2:50][NH:49]2)[CH2:44][CH2:43]1.